From a dataset of Forward reaction prediction with 1.9M reactions from USPTO patents (1976-2016). Predict the product of the given reaction. (1) Given the reactants [CH3:1][N:2]1[CH2:7][CH2:6][N:5]([CH2:8][CH2:9][O:10][C:11]2[CH:16]=[CH:15][N:14]3[C:17]([C:20]([OH:22])=O)=[CH:18][N:19]=[C:13]3[CH:12]=2)[CH2:4][CH2:3]1.P(Cl)(Cl)(Cl)=O.[CH2:28]([C:30]1[C:38]2[C:37]([NH2:39])=[CH:36][CH:35]=[CH:34][C:33]=2[N:32]([CH2:40][C:41]2[S:42][CH:43]=[C:44]([CH3:46])[N:45]=2)[N:31]=1)[CH3:29], predict the reaction product. The product is: [CH2:28]([C:30]1[C:38]2[C:33](=[CH:34][CH:35]=[CH:36][C:37]=2[NH:39][C:20]([C:17]2[N:14]3[CH:15]=[CH:16][C:11]([O:10][CH2:9][CH2:8][N:5]4[CH2:4][CH2:3][N:2]([CH3:1])[CH2:7][CH2:6]4)=[CH:12][C:13]3=[N:19][CH:18]=2)=[O:22])[N:32]([CH2:40][C:41]2[S:42][CH:43]=[C:44]([CH3:46])[N:45]=2)[N:31]=1)[CH3:29]. (2) Given the reactants [NH2:1][CH2:2][C@H:3]1[C@H:11]2[N:6]([C:7]3[CH:15]=[CH:14][C:13]([N:16]4[CH2:21][CH2:20][O:19][CH2:18][C:17]4=[O:22])=[CH:12][C:8]=3[O:9][CH2:10]2)[C:5](=[O:23])[O:4]1.[Cl:24][C:25]1[CH:30]=[CH:29][C:28]([N:31]=[C:32]=[O:33])=[CH:27][CH:26]=1, predict the reaction product. The product is: [Cl:24][C:25]1[CH:30]=[CH:29][C:28]([NH:31][C:32]([NH:1][CH2:2][C@H:3]2[C@H:11]3[N:6]([C:7]4[CH:15]=[CH:14][C:13]([N:16]5[CH2:21][CH2:20][O:19][CH2:18][C:17]5=[O:22])=[CH:12][C:8]=4[O:9][CH2:10]3)[C:5](=[O:23])[O:4]2)=[O:33])=[CH:27][CH:26]=1. (3) Given the reactants Br[C:2]1[CH:7]=[CH:6][C:5]2[C:8]3[CH2:13][CH2:12][N:11]([C:14]([O:16][C:17]([CH3:20])([CH3:19])[CH3:18])=[O:15])[CH2:10][C:9]=3[S:21][C:4]=2[CH:3]=1.[CH2:22]([O:29][C:30]1[CH:35]=[CH:34][NH:33][C:32](=[O:36])[CH:31]=1)[C:23]1[CH:28]=[CH:27][CH:26]=[CH:25][CH:24]=1, predict the reaction product. The product is: [CH2:22]([O:29][C:30]1[CH:35]=[CH:34][N:33]([C:2]2[CH:7]=[CH:6][C:5]3[C:8]4[CH2:13][CH2:12][N:11]([C:14]([O:16][C:17]([CH3:20])([CH3:19])[CH3:18])=[O:15])[CH2:10][C:9]=4[S:21][C:4]=3[CH:3]=2)[C:32](=[O:36])[CH:31]=1)[C:23]1[CH:24]=[CH:25][CH:26]=[CH:27][CH:28]=1. (4) Given the reactants [NH2:1][C:2]1[CH:7]=[CH:6][C:5]([N:8]2[CH2:13][CH2:12][CH2:11][CH:10](C(N3CCN(C)CC3)=O)[CH2:9]2)=[CH:4][CH:3]=1.[CH3:23][N:24]1[CH2:29][CH2:28][N:27]([C:30](C2CCCN(C3C=CC([N+]([O-])=O)=CC=3)C2)=[O:31])[CH2:26][CH2:25]1, predict the reaction product. The product is: [NH2:1][C:2]1[CH:3]=[CH:4][C:5]([N:8]2[CH2:9][CH2:10][CH:11]([C:30]([N:27]3[CH2:28][CH2:29][N:24]([CH3:23])[CH2:25][CH2:26]3)=[O:31])[CH2:12][CH2:13]2)=[CH:6][CH:7]=1. (5) Given the reactants [F:1][C:2]1[CH:30]=[CH:29][CH:28]=[CH:27][C:3]=1[CH2:4][C:5]1[N:6]=[C:7]([C:14]2[N:15]=[C:16](I)[C:17]3[C:22]([CH3:24])([CH3:23])[C:21](=[O:25])[NH:20][C:18]=3[N:19]=2)[N:8]2[CH:13]=[CH:12][CH:11]=[N:10][C:9]=12.[F:31][C:32]([F:37])([F:36])[CH2:33][CH2:34][NH2:35], predict the reaction product. The product is: [F:1][C:2]1[CH:30]=[CH:29][CH:28]=[CH:27][C:3]=1[CH2:4][C:5]1[N:6]=[C:7]([C:14]2[N:15]=[C:16]([NH:35][CH2:34][CH2:33][C:32]([F:37])([F:36])[F:31])[C:17]3[C:22]([CH3:24])([CH3:23])[C:21](=[O:25])[NH:20][C:18]=3[N:19]=2)[N:8]2[CH:13]=[CH:12][CH:11]=[N:10][C:9]=12. (6) Given the reactants [NH2:1][C:2]1[N:3]=[N:4][C:5]([Cl:8])=[CH:6][CH:7]=1.Br[CH2:10][C:11]([C:13]1[S:14][C:15]([Cl:18])=[CH:16][CH:17]=1)=O, predict the reaction product. The product is: [Cl:8][C:5]1[CH:6]=[CH:7][C:2]2[N:3]([CH:10]=[C:11]([C:13]3[S:14][C:15]([Cl:18])=[CH:16][CH:17]=3)[N:1]=2)[N:4]=1. (7) Given the reactants Cl.Cl.[NH:3]1[CH2:8][CH2:7][CH2:6][C@H:5]([NH:9][C:10]2[CH:11]=[C:12]3[C:16](=[CH:17][CH:18]=2)[NH:15][N:14]=[CH:13]3)[CH2:4]1.[CH:19]([C:21]1[CH:22]=[C:23]([CH:31]=[CH:32][CH:33]=1)[O:24][CH2:25][CH2:26][NH:27][C:28](=[O:30])[CH3:29])=O.C(O[BH-](OC(=O)C)OC(=O)C)(=O)C.[Na+], predict the reaction product. The product is: [NH:15]1[C:16]2[C:12](=[CH:11][C:10]([NH:9][C@H:5]3[CH2:6][CH2:7][CH2:8][N:3]([CH2:19][C:21]4[CH:22]=[C:23]([CH:31]=[CH:32][CH:33]=4)[O:24][CH2:25][CH2:26][NH:27][C:28](=[O:30])[CH3:29])[CH2:4]3)=[CH:18][CH:17]=2)[CH:13]=[N:14]1. (8) Given the reactants [NH2:1][CH2:2][CH2:3][C:4]1[C:5]([NH2:10])=[N:6][CH:7]=[CH:8][CH:9]=1.[C:11]([O:15][C:16]([N:18]1[CH2:23][CH2:22][C:21](=O)[CH2:20][CH2:19]1)=[O:17])([CH3:14])([CH3:13])[CH3:12].C(O[BH-](OC(=O)C)OC(=O)C)(=O)C.[Na+], predict the reaction product. The product is: [C:11]([O:15][C:16]([N:18]1[CH2:23][CH2:22][CH:21]([NH:1][CH2:2][CH2:3][C:4]2[C:5]([NH2:10])=[N:6][CH:7]=[CH:8][CH:9]=2)[CH2:20][CH2:19]1)=[O:17])([CH3:14])([CH3:12])[CH3:13]. (9) Given the reactants Cl[S:2]([C:5]1[CH:13]=[CH:12][C:8]([C:9]([OH:11])=[O:10])=[CH:7][CH:6]=1)(=[O:4])=[O:3].Cl.[NH2:15][C:16]1[CH:21]=[CH:20][C:19]([N:22]2[CH2:27][CH2:26][C:25](=[O:28])[CH2:24][CH2:23]2)=[CH:18][CH:17]=1, predict the reaction product. The product is: [O:28]=[C:25]1[CH2:26][CH2:27][N:22]([C:19]2[CH:20]=[CH:21][C:16]([NH:15][S:2]([C:5]3[CH:13]=[CH:12][C:8]([C:9]([OH:11])=[O:10])=[CH:7][CH:6]=3)(=[O:4])=[O:3])=[CH:17][CH:18]=2)[CH2:23][CH2:24]1.